This data is from Catalyst prediction with 721,799 reactions and 888 catalyst types from USPTO. The task is: Predict which catalyst facilitates the given reaction. Reactant: [CH3:1][O:2][N:3]=[CH:4][CH:5]1[CH2:12][CH:11]2[CH:7]([C:8]([OH:25])=[C:9]([C:14]3[C:19]([CH2:20][CH3:21])=[CH:18][C:17]([CH3:22])=[CH:16][C:15]=3[CH2:23][CH3:24])[C:10]2=[O:13])[CH2:6]1.[C:26](Cl)(=[O:31])[C:27]([CH3:30])([CH3:29])[CH3:28].C(N(CC)CC)C. Product: [CH3:28][C:27]([CH3:30])([CH3:29])[C:26]([O:13][C:10]1[CH:11]2[CH:7]([CH2:6][CH:5]([CH:4]=[N:3][O:2][CH3:1])[CH2:12]2)[C:8](=[O:25])[C:9]=1[C:14]1[C:15]([CH2:23][CH3:24])=[CH:16][C:17]([CH3:22])=[CH:18][C:19]=1[CH2:20][CH3:21])=[O:31]. The catalyst class is: 4.